This data is from Full USPTO retrosynthesis dataset with 1.9M reactions from patents (1976-2016). The task is: Predict the reactants needed to synthesize the given product. (1) Given the product [CH3:32][O:31][C:28]1[CH:29]=[CH:30][C:25]([C:18]([C:33]2[CH:34]=[CH:35][C:36]([O:39][CH3:40])=[CH:37][CH:38]=2)([NH:17][C:10]2[CH2:11][O:12][CH2:13][C:14]([F:16])([F:15])[C@:8]([C:6]3[CH:7]=[C:2]([NH:1][C:44]4[CH:51]=[CH:50][C:47]([C:48]#[N:49])=[CH:46][CH:45]=4)[CH:3]=[CH:4][C:5]=3[F:42])([CH3:41])[N:9]=2)[C:19]2[CH:20]=[CH:21][CH:22]=[CH:23][CH:24]=2)=[CH:26][CH:27]=1, predict the reactants needed to synthesize it. The reactants are: [NH2:1][C:2]1[CH:3]=[CH:4][C:5]([F:42])=[C:6]([C@:8]2([CH3:41])[C:14]([F:16])([F:15])[CH2:13][O:12][CH2:11][C:10]([NH:17][C:18]([C:33]3[CH:38]=[CH:37][C:36]([O:39][CH3:40])=[CH:35][CH:34]=3)([C:25]3[CH:30]=[CH:29][C:28]([O:31][CH3:32])=[CH:27][CH:26]=3)[C:19]3[CH:24]=[CH:23][CH:22]=[CH:21][CH:20]=3)=[N:9]2)[CH:7]=1.Br[C:44]1[CH:51]=[CH:50][C:47]([C:48]#[N:49])=[CH:46][CH:45]=1.CC(C)([O-])C.[Na+].C(P(C(C)(C)C)C1C=CC=CC=1C1C(C(C)C)=CC(C(C)C)=CC=1C(C)C)(C)(C)C. (2) The reactants are: [NH2:1][C:2]1[C:3]2[C:10]([C:11]#[C:12][C:13]3[CH:18]=[C:17]([O:19][CH3:20])[CH:16]=[C:15]([O:21][CH3:22])[CH:14]=3)=[CH:9][N:8]([C@@H:23]3[CH2:27][N:26]([C:28](OC(C)(C)C)=[O:29])[C@H:25]([C:35](O)=[O:36])[CH2:24]3)[C:4]=2[N:5]=[CH:6][N:7]=1.CN(C(ON1N=N[C:48]2C=CC=C[C:47]1=2)=[N+](C)C)C.[B-](F)(F)(F)F.[CH3:60][N:61]([CH3:66])[CH2:62][CH2:63][NH:64][CH3:65].CCN(C(C)C)C(C)C. Given the product [C:28]([N:26]1[CH2:27][C@@H:23]([N:8]2[C:4]3[N:5]=[CH:6][N:7]=[C:2]([NH2:1])[C:3]=3[C:10]([C:11]#[C:12][C:13]3[CH:14]=[C:15]([O:21][CH3:22])[CH:16]=[C:17]([O:19][CH3:20])[CH:18]=3)=[CH:9]2)[CH2:24][C@H:25]1[C:35]([N:64]([CH2:63][CH2:62][N:61]([CH3:66])[CH3:60])[CH3:65])=[O:36])(=[O:29])[CH:47]=[CH2:48], predict the reactants needed to synthesize it. (3) Given the product [C:1]([O:5][C:6]([N:8]1[CH2:13][CH2:12][CH:11]([O:14][C:15]2[CH:20]=[CH:19][C:18]([N:21]([CH2:47][CH2:46][CH2:40][C:41]([O:43][CH2:44][CH3:45])=[O:42])[CH2:22]/[CH:23]=[CH:24]/[C:25]3[CH:32]=[CH:31][CH:30]=[C:27]([C:28]#[N:29])[CH:26]=3)=[CH:17][CH:16]=2)[CH2:10][CH2:9]1)=[O:7])([CH3:4])([CH3:2])[CH3:3], predict the reactants needed to synthesize it. The reactants are: [C:1]([O:5][C:6]([N:8]1[CH2:13][CH2:12][CH:11]([O:14][C:15]2[CH:20]=[CH:19][C:18]([NH:21][CH2:22]/[CH:23]=[CH:24]/[C:25]3[CH:26]=[C:27]([CH:30]=[CH:31][CH:32]=3)[C:28]#[N:29])=[CH:17][CH:16]=2)[CH2:10][CH2:9]1)=[O:7])([CH3:4])([CH3:3])[CH3:2].C(=O)([O-])[O-].[K+].[K+].Br[CH:40]([CH2:46][CH3:47])[C:41]([O:43][CH2:44][CH3:45])=[O:42].O. (4) Given the product [NH2:21][C:18]1[CH:17]=[C:16]([NH:32][C:33]2[CH:38]=[N:37][CH:36]=[CH:35][N:34]=2)[C:15]([S:12]([NH:11][C:8]2[CH:9]=[CH:10][C:5]3[CH2:4][O:3][B:2]([OH:1])[C:6]=3[CH:7]=2)(=[O:13])=[O:14])=[N:20][CH:19]=1, predict the reactants needed to synthesize it. The reactants are: [OH:1][B:2]1[C:6]2[CH:7]=[C:8]([NH:11][S:12]([C:15]3[N:20]=[CH:19][C:18]([NH:21]C(=O)OCC4C=CC=CC=4)=[CH:17][C:16]=3[NH:32][C:33]3[CH:38]=[N:37][CH:36]=[CH:35][N:34]=3)(=[O:14])=[O:13])[CH:9]=[CH:10][C:5]=2[CH2:4][O:3]1.